Dataset: Catalyst prediction with 721,799 reactions and 888 catalyst types from USPTO. Task: Predict which catalyst facilitates the given reaction. (1) Product: [CH2:36]=[C:37]1[CH2:45][C:11]2([CH2:12][CH2:13][N:8]([C:1]([O:3][C:4]([CH3:7])([CH3:6])[CH3:5])=[O:2])[CH2:9][CH2:10]2)[O:40][CH2:39][CH2:38]1. The catalyst class is: 53. Reactant: [C:1]([N:8]1[CH2:13][CH2:12][CH2:11][CH2:10][C:9]1=O)([O:3][C:4]([CH3:7])([CH3:6])[CH3:5])=[O:2].C(O[Si](C)(C)C)C.FC(S(O[Si](C)(C)C)(=O)=O)(F)F.C[Si](C)(C)[CH2:36][C:37](=[CH2:45])[CH2:38][CH2:39][O:40][Si](C)(C)C. (2) Reactant: [NH2:1][C:2]1[CH:11]=[C:10]([F:12])[CH:9]=[CH:8][C:3]=1[C:4]([O:6][CH3:7])=[O:5].O.C(=O)([O-])O.[Na+].[C:19](Cl)(Cl)=[S:20]. Product: [F:12][C:10]1[CH:9]=[CH:8][C:3]([C:4]([O:6][CH3:7])=[O:5])=[C:2]([N:1]=[C:19]=[S:20])[CH:11]=1. The catalyst class is: 22. (3) Reactant: [C:1](N1C=CN=C1)(N1C=CN=C1)=[O:2].[CH:13]1([NH2:18])[CH2:17][CH2:16][CH2:15][CH2:14]1.Cl.Cl.C([O:29][CH2:30][CH2:31][O:32][CH2:33][CH2:34][N:35]1[C:43]2[C:42]([NH:44][C:45]3[CH:50]=[CH:49][C:48]([O:51][CH:52]4[CH2:57][CH2:56][NH:55][CH2:54][CH2:53]4)=[C:47]([Cl:58])[CH:46]=3)=[N:41][CH:40]=[N:39][C:38]=2[CH:37]=[CH:36]1)(=O)C1C=CC=CC=1.C(N(CC)CC)C. Product: [ClH:58].[Cl:58][C:47]1[CH:46]=[C:45]([NH:44][C:42]2[C:43]3[N:35]([CH2:34][CH2:33][O:32][CH2:31][CH2:30][OH:29])[CH:36]=[CH:37][C:38]=3[N:39]=[CH:40][N:41]=2)[CH:50]=[CH:49][C:48]=1[O:51][CH:52]1[CH2:53][CH2:54][N:55]([C:1]([NH:18][CH:13]2[CH2:17][CH2:16][CH2:15][CH2:14]2)=[O:2])[CH2:56][CH2:57]1. The catalyst class is: 30. (4) Reactant: [Cl:1][C:2]1[S:32][C:5]2[C:6]3([CH2:16][CH2:15][N:14]([CH2:17][C:18]4[C:19]([CH3:31])=[N:20][N:21]([C:23]5[N:30]=[CH:29][CH:28]=[CH:27][C:24]=5[CH:25]=[O:26])[CH:22]=4)[CH2:13][CH2:12]3)[O:7][CH2:8][C:9]([F:11])([F:10])[C:4]=2[CH:3]=1.C(=O)([O-])[O-].[K+].[K+].C1(C)C=CC(S([CH2:48][N+:49]#[C-:50])(=O)=O)=CC=1. Product: [Cl:1][C:2]1[S:32][C:5]2[C:6]3([CH2:12][CH2:13][N:14]([CH2:17][C:18]4[C:19]([CH3:31])=[N:20][N:21]([C:23]5[C:24]([C:25]6[O:26][CH:50]=[N:49][CH:48]=6)=[CH:27][CH:28]=[CH:29][N:30]=5)[CH:22]=4)[CH2:15][CH2:16]3)[O:7][CH2:8][C:9]([F:11])([F:10])[C:4]=2[CH:3]=1. The catalyst class is: 5. (5) Reactant: Cl[C:2]1[C:12]2[O:11][CH2:10][CH2:9][N:8]([CH3:13])[C:7](=[O:14])[C:6]=2[CH:5]=[CH:4][C:3]=1[O:15][C:16]1[CH:17]=[C:18]([CH:23]=[C:24]([O:26]CC2C=CC=CC=2)[CH:25]=1)[C:19]([O:21][CH3:22])=[O:20].C([O-])=O.[NH4+]. Product: [OH:26][C:24]1[CH:23]=[C:18]([CH:17]=[C:16]([O:15][C:3]2[CH:4]=[CH:5][C:6]3[C:7](=[O:14])[N:8]([CH3:13])[CH2:9][CH2:10][O:11][C:12]=3[CH:2]=2)[CH:25]=1)[C:19]([O:21][CH3:22])=[O:20]. The catalyst class is: 19.